This data is from Forward reaction prediction with 1.9M reactions from USPTO patents (1976-2016). The task is: Predict the product of the given reaction. (1) Given the reactants [OH:1][C@@H:2]1[CH2:7][CH2:6][C@H:5]([NH:8][C:9](=[O:15])[O:10][C:11]([CH3:14])([CH3:13])[CH3:12])[CH2:4][CH2:3]1.[N:16]1[CH:21]=[CH:20][C:19](O)=[CH:18][CH:17]=1.C1(P(C2C=CC=CC=2)C2C=CC=CC=2)C=CC=CC=1.N(C(OCC)=O)=NC(OCC)=O, predict the reaction product. The product is: [N:16]1[CH:21]=[CH:20][C:19]([O:1][C@H:2]2[CH2:7][CH2:6][C@H:5]([NH:8][C:9](=[O:15])[O:10][C:11]([CH3:12])([CH3:14])[CH3:13])[CH2:4][CH2:3]2)=[CH:18][CH:17]=1. (2) Given the reactants [CH3:1][O:2][C:3]1[C:4]([N:25]2[CH2:30][CH2:29][CH2:28][CH2:27][CH2:26]2)=[CH:5][C:6]([CH:15]2[CH2:20][C:19]([CH3:22])([CH3:21])[CH2:18][C:17]([CH3:24])([CH3:23])[CH2:16]2)=[C:7]([N:9]2[CH2:14][CH2:13][NH:12][CH2:11][CH2:10]2)[CH:8]=1.[CH:31](=O)[CH2:32][CH3:33].C(O[BH-](OC(=O)C)OC(=O)C)(=O)C.[Na+].C(=O)([O-])O.[Na+], predict the reaction product. The product is: [CH3:1][O:2][C:3]1[C:4]([N:25]2[CH2:26][CH2:27][CH2:28][CH2:29][CH2:30]2)=[CH:5][C:6]([CH:15]2[CH2:16][C:17]([CH3:24])([CH3:23])[CH2:18][C:19]([CH3:21])([CH3:22])[CH2:20]2)=[C:7]([N:9]2[CH2:10][CH2:11][N:12]([CH2:31][CH2:32][CH3:33])[CH2:13][CH2:14]2)[CH:8]=1. (3) Given the reactants [NH2:1][C:2]1[C:7]2[N:8]=[C:9]([CH2:19][CH2:20][CH3:21])[N:10]([CH2:11][CH2:12][CH2:13][CH2:14][NH:15]C(=O)C)[C:6]=2[C:5]([CH3:22])=[C:4]([CH3:23])[N:3]=1.Cl, predict the reaction product. The product is: [NH2:15][CH2:14][CH2:13][CH2:12][CH2:11][N:10]1[C:6]2[C:5]([CH3:22])=[C:4]([CH3:23])[N:3]=[C:2]([NH2:1])[C:7]=2[N:8]=[C:9]1[CH2:19][CH2:20][CH3:21]. (4) Given the reactants [NH2:1][C:2]1[CH:3]=[C:4]([NH:9][C:10](=[O:29])[C:11]2[CH:16]=[C:15]([C:17]([F:20])([F:19])[F:18])[CH:14]=[C:13]([N:21]3[CH2:26][CH2:25][N:24]([CH2:27][CH3:28])[CH2:23][CH2:22]3)[CH:12]=2)[CH:5]=[CH:6][C:7]=1[CH3:8].[Br:30][C:31]1[S:32][C:33]([C:36](O)=[O:37])=[CH:34][N:35]=1.C(N(C(C)C)CC)(C)C.CN(C(ON1N=NC2C=CC=NC1=2)=[N+](C)C)C.F[P-](F)(F)(F)(F)F, predict the reaction product. The product is: [CH2:27]([N:24]1[CH2:23][CH2:22][N:21]([C:13]2[CH:12]=[C:11]([CH:16]=[C:15]([C:17]([F:18])([F:19])[F:20])[CH:14]=2)[C:10]([NH:9][C:4]2[CH:5]=[CH:6][C:7]([CH3:8])=[C:2]([NH:1][C:36]([C:33]3[S:32][C:31]([Br:30])=[N:35][CH:34]=3)=[O:37])[CH:3]=2)=[O:29])[CH2:26][CH2:25]1)[CH3:28].